From a dataset of Catalyst prediction with 721,799 reactions and 888 catalyst types from USPTO. Predict which catalyst facilitates the given reaction. (1) Reactant: [CH3:1][O:2][C:3]1[CH:12]=[C:11]2[C:6]([CH2:7][CH2:8][CH2:9][CH:10]2[C:13]([OH:15])=[O:14])=[CH:5][CH:4]=1. Product: [CH3:1][O:2][C:3]1[CH:12]=[C:11]2[C:6]([CH2:7][CH2:8][CH2:9][C@@H:10]2[C:13]([OH:15])=[O:14])=[CH:5][CH:4]=1. The catalyst class is: 5. (2) Reactant: [O:1]=[C:2]1[N:6]([C:7]2[CH:12]=[CH:11][C:10]([CH:13]3[CH2:18][CH2:17][NH:16][CH2:15][CH2:14]3)=[C:9]([F:19])[CH:8]=2)[CH2:5][C@H:4]([CH2:20][NH:21][C:22](=[O:24])[CH3:23])[O:3]1.C(=O)(O)[O-].[Na+].Cl[C:31]([O:33][CH3:34])=[O:32]. Product: [CH3:34][O:33][C:31]([N:16]1[CH2:15][CH2:14][CH:13]([C:10]2[CH:11]=[CH:12][C:7]([N:6]3[CH2:5][C@H:4]([CH2:20][NH:21][C:22](=[O:24])[CH3:23])[O:3][C:2]3=[O:1])=[CH:8][C:9]=2[F:19])[CH2:18][CH2:17]1)=[O:32]. The catalyst class is: 54.